Regression/Classification. Given a drug SMILES string, predict its toxicity properties. Task type varies by dataset: regression for continuous values (e.g., LD50, hERG inhibition percentage) or binary classification for toxic/non-toxic outcomes (e.g., AMES mutagenicity, cardiotoxicity, hepatotoxicity). Dataset: herg_karim. From a dataset of hERG potassium channel inhibition data for cardiac toxicity prediction from Karim et al.. (1) The drug is O=C1Nc2ncccc2C2(CCN(C(=O)N[C@@H]3CC[C@@H](c4cccc(F)c4F)Cn4c(CC(F)(F)F)cnc43)CC2)O1. The result is 1 (blocker). (2) The compound is O=C(c1ccc(F)cc1)N1CCN(CCn2c(=O)[nH]c3ccccc3c2=O)CC1. The result is 1 (blocker). (3) The molecule is O=C(Nc1cc(C(F)(F)F)ccc1N1CCN(Cc2ccccn2)CC1)c1ccc(-c2ccncc2)o1. The result is 1 (blocker).